This data is from Forward reaction prediction with 1.9M reactions from USPTO patents (1976-2016). The task is: Predict the product of the given reaction. Given the reactants C([O:3][C:4]([C:6]1[N:14]([CH2:15][C:16]2[CH:21]=[CH:20][C:19]([O:22][CH3:23])=[CH:18][CH:17]=2)[C:13]2[CH:12]=[CH:11][N:10]=[CH:9][C:8]=2[C:7]=1[NH:24][C:25]1[CH:30]=[CH:29][C:28]([I:31])=[CH:27][C:26]=1[F:32])=[O:5])C.[OH-].[Na+], predict the reaction product. The product is: [F:32][C:26]1[CH:27]=[C:28]([I:31])[CH:29]=[CH:30][C:25]=1[NH:24][C:7]1[C:8]2[CH:9]=[N:10][CH:11]=[CH:12][C:13]=2[N:14]([CH2:15][C:16]2[CH:21]=[CH:20][C:19]([O:22][CH3:23])=[CH:18][CH:17]=2)[C:6]=1[C:4]([OH:5])=[O:3].